Regression. Given a peptide amino acid sequence and an MHC pseudo amino acid sequence, predict their binding affinity value. This is MHC class I binding data. From a dataset of Peptide-MHC class I binding affinity with 185,985 pairs from IEDB/IMGT. (1) The peptide sequence is QFLSFASLF. The MHC is HLA-A24:02 with pseudo-sequence HLA-A24:02. The binding affinity (normalized) is 0.764. (2) The peptide sequence is EAVKDKNWTV. The MHC is HLA-A02:01 with pseudo-sequence HLA-A02:01. The binding affinity (normalized) is 0.112. (3) The peptide sequence is ELVRKTRFL. The MHC is HLA-B39:01 with pseudo-sequence HLA-B39:01. The binding affinity (normalized) is 0.0847. (4) The peptide sequence is VGNVYVKF. The binding affinity (normalized) is 0.152. The MHC is HLA-B14:02 with pseudo-sequence HLA-B14:02. (5) The peptide sequence is TEEKIKAL. The MHC is Mamu-A11 with pseudo-sequence Mamu-A11. The binding affinity (normalized) is 0.188. (6) The peptide sequence is RSLFNTVATLY. The MHC is HLA-A02:03 with pseudo-sequence HLA-A02:03. The binding affinity (normalized) is 0.269. (7) The peptide sequence is MPFIATPPV. The MHC is HLA-B15:42 with pseudo-sequence HLA-B15:42. The binding affinity (normalized) is 0.213. (8) The peptide sequence is NAILHNIYR. The MHC is HLA-A68:01 with pseudo-sequence HLA-A68:01. The binding affinity (normalized) is 1.00. (9) The peptide sequence is VFFKQWFEK. The MHC is HLA-B15:17 with pseudo-sequence HLA-B15:17. The binding affinity (normalized) is 0.0847.